From a dataset of Catalyst prediction with 721,799 reactions and 888 catalyst types from USPTO. Predict which catalyst facilitates the given reaction. (1) Reactant: O.O.O.[F-].C([N+](CCCC)(CCCC)CCCC)CCC.[C:22]([C:24]1[CH:29]=[C:28]([CH2:30][O:31][Si](C)(C)C)[CH:27]=[CH:26][N:25]=1)#[N:23]. Product: [C:22]([C:24]1[CH:29]=[C:28]([CH2:30][OH:31])[CH:27]=[CH:26][N:25]=1)#[N:23]. The catalyst class is: 7. (2) Reactant: C(OCC)(=O)C.[CH:7]1([O:13][C:14]([O:16][CH:17]([O:19][C:20]([C:22]2[C:27]3[N:28]([CH2:34][C:35]4[CH:40]=[CH:39][C:38]([C:41]5[CH:46]=[CH:45][CH:44]=[CH:43][C:42]=5[C:47]5[N:51](C(C6C=CC=CC=6)(C6C=CC=CC=6)C6C=CC=CC=6)[N:50]=[N:49][N:48]=5)=[CH:37][CH:36]=4)[C:29]([O:31][CH2:32][CH3:33])=[N:30][C:26]=3[CH:25]=[CH:24][CH:23]=2)=[O:21])[CH3:18])=[O:15])[CH2:12][CH2:11][CH2:10][CH2:9][CH2:8]1.[H][H]. Product: [CH3:33][CH2:32][O:31][C:29]1[N:28]([CH2:34][C:35]2[CH:40]=[CH:39][C:38]([C:41]3[CH:46]=[CH:45][CH:44]=[CH:43][C:42]=3[C:47]3[N:48]=[N:49][NH:50][N:51]=3)=[CH:37][CH:36]=2)[C:27]2[C:22]([C:20]([O:19][CH:17]([O:16][C:14]([O:13][CH:7]3[CH2:8][CH2:9][CH2:10][CH2:11][CH2:12]3)=[O:15])[CH3:18])=[O:21])=[CH:23][CH:24]=[CH:25][C:26]=2[N:30]=1. The catalyst class is: 43. (3) Reactant: [NH2:1][C:2]1[CH:3]=[C:4]([C:8]2[S:9][CH:10]=[C:11]([C:13]([NH2:15])=[O:14])[N:12]=2)[CH:5]=[CH:6][CH:7]=1.[Cl:16][C:17]1[C:26]2[C:21](=[CH:22][C:23]([O:30][CH2:31][CH3:32])=[C:24]([O:27][CH2:28][CH3:29])[CH:25]=2)[N:20]=[CH:19][N:18]=1. Product: [ClH:16].[CH2:28]([O:27][C:24]1[CH:25]=[C:26]2[C:21](=[CH:22][C:23]=1[O:30][CH2:31][CH3:32])[N:20]=[CH:19][N:18]=[C:17]2[NH:1][C:2]1[CH:3]=[C:4]([C:8]2[S:9][CH:10]=[C:11]([C:13]([NH2:15])=[O:14])[N:12]=2)[CH:5]=[CH:6][CH:7]=1)[CH3:29]. The catalyst class is: 8. (4) Reactant: [F:1][C:2]1[CH:3]=[N:4][CH:5]=[CH:6][C:7]=1[C:8]1[C:12]([C:13]([OH:15])=O)=[C:11]([CH3:16])[O:10][N:9]=1.[CH2:17]([O:24][C:25](=[O:35])[NH:26][CH2:27][CH:28]1[CH2:33][CH2:32][CH2:31][CH:30]([NH2:34])[CH2:29]1)[C:18]1[CH:23]=[CH:22][CH:21]=[CH:20][CH:19]=1.Cl.CN(C)CCCN=C=NCC.ON1C2N=CC=CC=2N=N1.C(N(CC)C(C)C)(C)C. Product: [CH2:17]([O:24][C:25](=[O:35])[NH:26][CH2:27][CH:28]1[CH2:33][CH2:32][CH2:31][CH:30]([NH:34][C:13]([C:12]2[C:8]([C:7]3[CH:6]=[CH:5][N:4]=[CH:3][C:2]=3[F:1])=[N:9][O:10][C:11]=2[CH3:16])=[O:15])[CH2:29]1)[C:18]1[CH:19]=[CH:20][CH:21]=[CH:22][CH:23]=1. The catalyst class is: 9. (5) Reactant: [NH2:1][CH2:2][C:3]1[CH:19]=[C:18]([CH2:20][C:21]([O:23][C:24]([CH3:27])([CH3:26])[CH3:25])=[O:22])[CH:17]=[CH:16][C:4]=1[O:5][C:6]1[CH:15]=[CH:14][C:9]([C:10]([O:12][CH3:13])=[O:11])=[CH:8][CH:7]=1.N1C=CC=CC=1.[CH3:34][S:35](Cl)(=[O:37])=[O:36]. Product: [C:24]([O:23][C:21](=[O:22])[CH2:20][C:18]1[CH:17]=[CH:16][C:4]([O:5][C:6]2[CH:7]=[CH:8][C:9]([C:10]([O:12][CH3:13])=[O:11])=[CH:14][CH:15]=2)=[C:3]([CH2:2][NH:1][S:35]([CH3:34])(=[O:37])=[O:36])[CH:19]=1)([CH3:27])([CH3:26])[CH3:25]. The catalyst class is: 473. (6) Reactant: [NH4+].C(OC(=O)[NH:8][C@@:9]([CH3:32])([CH2:26][O:27][P:28]([OH:31])([OH:30])=[O:29])[CH2:10][CH2:11][C:12]1[CH:13]=[CH:14][C:15]2[O:19][C:18]([CH2:20][CH2:21][CH2:22][CH2:23][CH3:24])=[N:17][C:16]=2[CH:25]=1)(C)(C)C.Cl. Product: [NH2:8][C@:9]([CH3:32])([CH2:10][CH2:11][C:12]1[CH:13]=[CH:14][C:15]2[O:19][C:18]([CH2:20][CH2:21][CH2:22][CH2:23][CH3:24])=[N:17][C:16]=2[CH:25]=1)[CH2:26][O:27][P:28](=[O:29])([OH:31])[OH:30]. The catalyst class is: 27. (7) Reactant: Br[CH2:2][CH2:3][CH2:4][CH3:5].[OH:6][C:7]1[CH:12]=[CH:11][C:10]([S:13][C:14]2[CH:19]=[CH:18][C:17]([OH:20])=[CH:16][CH:15]=2)=[CH:9][CH:8]=1.C(=O)([O-])[O-].[K+].[K+].CN(C=O)C.[C:32]1(C)[CH:37]=CC=[CH:34][CH:33]=1. Product: [CH2:2]([O:20][C:17]1[CH:18]=[CH:19][C:14]([S:13][C:10]2[CH:11]=[CH:12][C:7]([O:6][CH2:37][CH2:32][CH2:33][CH3:34])=[CH:8][CH:9]=2)=[CH:15][CH:16]=1)[CH2:3][CH2:4][CH3:5]. The catalyst class is: 6. (8) Reactant: [CH3:1][CH:2]([CH3:20])[CH2:3][NH:4][C:5](=[O:19])[CH:6]([C:8]1[CH:13]=[CH:12][C:11]([C:14]2[CH:18]=[CH:17][S:16][CH:15]=2)=[CH:10][CH:9]=1)[CH3:7].[CH3:21][Si]([N-][Si](C)(C)C)(C)C.[Na+].IC. Product: [CH3:21][N:4]([CH2:3][CH:2]([CH3:20])[CH3:1])[C:5](=[O:19])[CH:6]([C:8]1[CH:13]=[CH:12][C:11]([C:14]2[CH:18]=[CH:17][S:16][CH:15]=2)=[CH:10][CH:9]=1)[CH3:7]. The catalyst class is: 782.